Dataset: Reaction yield outcomes from USPTO patents with 853,638 reactions. Task: Predict the reaction yield, written as a fraction of the theoretical maximum amount of product (1.0 means a 100% yield; for example, 0.34 means a 34% yield). (1) The reactants are Br[CH:2]1[CH2:20][CH2:19][C:5]2=[CH:6][C:7]3[C:8]4[CH:17]=[CH:16][C:15]([Cl:18])=[CH:14][C:9]=4[CH2:10][O:11][C:12]=3[CH:13]=[C:4]2[C:3]1=[O:21].[C:22]([O:26][C:27]([N:29]1[C@@H:33]([CH3:34])[CH2:32][CH2:31][C@H:30]1[C:35]([OH:37])=[O:36])=[O:28])([CH3:25])([CH3:24])[CH3:23].CCN(C(C)C)C(C)C. The catalyst is CC#N.CCOC(C)=O. The product is [CH3:34][C@@H:33]1[N:29]([C:27]([O:26][C:22]([CH3:23])([CH3:25])[CH3:24])=[O:28])[C@H:30]([C:35]([O:37][CH:2]2[CH2:20][CH2:19][C:5]3=[CH:6][C:7]4[C:8]5[CH:17]=[CH:16][C:15]([Cl:18])=[CH:14][C:9]=5[CH2:10][O:11][C:12]=4[CH:13]=[C:4]3[C:3]2=[O:21])=[O:36])[CH2:31][CH2:32]1. The yield is 0.810. (2) The reactants are [Cl:1][C:2]1[CH:7]=[CH:6][C:5]([C:8]2[C:14]3[CH:15]=[C:16]([O:19][CH3:20])[CH:17]=[CH:18][C:13]=3[N:12]3[C:21]([CH3:24])=[N:22][N:23]=[C:11]3[C@H:10]([CH2:25][C:26]([OH:28])=O)[N:9]=2)=[CH:4][CH:3]=1.CCN=C=N[CH2:34][CH2:35][CH2:36]N(C)C.C1C=C[C:43]2[N:48](O)N=[N:46][C:44]=2C=1.[C:50](=[O:60])([O:52]CC(C(C)(C)C)N)N.[CH2:61](Cl)Cl. The catalyst is CN(C1C=CN=CC=1)C. The product is [C:35]([O:60][C:50](=[O:52])[NH:46][CH2:44][CH2:43][NH:48][C:26](=[O:28])[CH2:25][C@@H:10]1[N:9]=[C:8]([C:5]2[CH:4]=[CH:3][C:2]([Cl:1])=[CH:7][CH:6]=2)[C:14]2[CH:15]=[C:16]([O:19][CH3:20])[CH:17]=[CH:18][C:13]=2[N:12]2[C:21]([CH3:24])=[N:22][N:23]=[C:11]12)([CH3:36])([CH3:61])[CH3:34]. The yield is 0.855. (3) The reactants are C([N:8]1[CH2:13][CH2:12][C@@H:11]([CH3:14])[C@@H:10]([N:15]2[C:20]3[C:21]4[CH:27]=[CH:26][NH:25][C:22]=4[N:23]=[CH:24][C:19]=3[CH2:18][O:17][CH2:16]2)[CH2:9]1)C1C=CC=CC=1. The catalyst is C(O)C.Cl.[C].[Pd]. The product is [CH3:14][C@@H:11]1[CH2:12][CH2:13][NH:8][CH2:9][C@@H:10]1[N:15]1[C:20]2[C:21]3[CH:27]=[CH:26][NH:25][C:22]=3[N:23]=[CH:24][C:19]=2[CH2:18][O:17][CH2:16]1. The yield is 1.00. (4) The reactants are [CH3:1][O:2][CH:3]1[CH2:10][CH:9]2[CH:5]([CH2:6][CH:7]([OH:11])[CH2:8]2)[CH2:4]1.C(N(CC)CC)C.[CH3:19][S:20](Cl)(=[O:22])=[O:21].O. The catalyst is ClCCl. The product is [CH3:1][O:2][CH:3]1[CH2:10][CH:9]2[CH:5]([CH2:6][CH:7]([O:11][S:20]([CH3:19])(=[O:22])=[O:21])[CH2:8]2)[CH2:4]1. The yield is 0.690. (5) The reactants are [OH:1][CH2:2][C@@H:3]1[CH2:8][C@H:7]([CH3:9])[CH2:6][N:5]([C:10]([O:12][C:13]([CH3:16])([CH3:15])[CH3:14])=[O:11])[CH2:4]1.[C:17]1([CH3:27])[CH:22]=[CH:21][C:20]([S:23](Cl)(=[O:25])=[O:24])=[CH:19][CH:18]=1.CCN(C(C)C)C(C)C.O. The catalyst is C(Cl)Cl.CN(C1C=CN=CC=1)C. The product is [CH3:9][C@H:7]1[CH2:8][C@@H:3]([CH2:2][O:1][S:23]([C:20]2[CH:21]=[CH:22][C:17]([CH3:27])=[CH:18][CH:19]=2)(=[O:25])=[O:24])[CH2:4][N:5]([C:10]([O:12][C:13]([CH3:15])([CH3:14])[CH3:16])=[O:11])[CH2:6]1. The yield is 0.659. (6) The reactants are [NH:1]1[C:5]([NH2:6])=[N:4][CH:3]=[N:2]1.[CH3:7][C@@H:8]1[CH2:13][C:12](=O)[CH2:11][C@H:10]([CH3:15])[O:9]1.C(O[BH-](OC(=O)C)OC(=O)C)(=O)C.[Na+]. The catalyst is C(O)(=O)C. The product is [CH3:7][C@@H:8]1[CH2:13][CH:12]([NH:6][C:5]2[NH:1][N:2]=[CH:3][N:4]=2)[CH2:11][C@H:10]([CH3:15])[O:9]1. The yield is 0.490. (7) The reactants are [NH2:1][C:2]1[CH:7]=[CH:6][C:5]([S:8][C:9]2[CH:26]=[CH:25][C:12]([C:13]([NH:15][C:16]3[S:17][C:18]([C:21]([CH3:24])([CH3:23])[CH3:22])=[CH:19][N:20]=3)=[O:14])=[CH:11][C:10]=2[N+:27]([O-:29])=[O:28])=[CH:4][CH:3]=1.[CH:30]1[C:42]2[CH:41]([CH2:43][O:44][C:45](Cl)=[O:46])[C:40]3[C:35](=[CH:36][CH:37]=[CH:38][CH:39]=3)[C:34]=2[CH:33]=[CH:32][CH:31]=1.N1C=CC=CC=1. The catalyst is C(Cl)Cl.C(OCC)(=O)C. The product is [CH:30]1[C:42]2[CH:41]([CH2:43][O:44][C:45](=[O:46])[NH:1][C:2]3[CH:3]=[CH:4][C:5]([S:8][C:9]4[CH:26]=[CH:25][C:12]([C:13](=[O:14])[NH:15][C:16]5[S:17][C:18]([C:21]([CH3:24])([CH3:22])[CH3:23])=[CH:19][N:20]=5)=[CH:11][C:10]=4[N+:27]([O-:29])=[O:28])=[CH:6][CH:7]=3)[C:40]3[C:35](=[CH:36][CH:37]=[CH:38][CH:39]=3)[C:34]=2[CH:33]=[CH:32][CH:31]=1. The yield is 0.980.